This data is from Catalyst prediction with 721,799 reactions and 888 catalyst types from USPTO. The task is: Predict which catalyst facilitates the given reaction. (1) Reactant: ClC1[CH:19]=[CH:18][CH:17]=[CH:16][C:3]=1[CH2:4][S:5]([N:8]1[CH:12]=[CH:11][C:10]([N+:13]([O-])=O)=[CH:9]1)(=[O:7])=[O:6].[C:20]([O:28]C(=O)C1C=CC=CC=1)(=O)[C:21]1[CH:26]=[CH:25][CH:24]=[CH:23][CH:22]=1.[Sn].[Cl:38]C(Cl)C. Product: [Cl:38][C:3]1[CH:16]=[CH:17][CH:18]=[CH:19][C:4]=1[S:5]([N:8]1[CH:12]=[CH:11][C:10]([NH:13][C:20](=[O:28])[C:21]2[CH:26]=[CH:25][CH:24]=[CH:23][CH:22]=2)=[CH:9]1)(=[O:6])=[O:7]. The catalyst class is: 15. (2) Reactant: [Br:1][C:2]1[CH:3]=[C:4]([C:9]([N:11]2[CH2:15][CH2:14][C:13]([C:16]3[CH:21]=[C:20]([Br:22])[C:19]([O:23]CC4C=CC(OC)=CC=4)=[C:18]([Br:33])[CH:17]=3)=[N:12]2)=[O:10])[CH:5]=[CH:6][C:7]=1[Cl:8].FC(F)(F)C(O)=O. Product: [Br:1][C:2]1[CH:3]=[C:4]([C:9]([N:11]2[CH2:15][CH2:14][C:13]([C:16]3[CH:21]=[C:20]([Br:22])[C:19]([OH:23])=[C:18]([Br:33])[CH:17]=3)=[N:12]2)=[O:10])[CH:5]=[CH:6][C:7]=1[Cl:8]. The catalyst class is: 4. (3) Reactant: [CH:1]1([C:4]2[NH:8][N:7]=[C:6]([NH:9][C:10]3[C:17]([F:18])=[CH:16][C:13]([C:14]#[N:15])=[C:12]([NH:19][C@H:20]([C:23]4[CH:28]=[CH:27][C:26]([F:29])=[CH:25][CH:24]=4)[CH2:21][OH:22])[N:11]=3)[CH:5]=2)[CH2:3][CH2:2]1.[OH-:30].[K+].OO. Product: [CH:1]1([C:4]2[NH:8][N:7]=[C:6]([NH:9][C:10]3[C:17]([F:18])=[CH:16][C:13]([C:14]([NH2:15])=[O:30])=[C:12]([NH:19][C@H:20]([C:23]4[CH:28]=[CH:27][C:26]([F:29])=[CH:25][CH:24]=4)[CH2:21][OH:22])[N:11]=3)[CH:5]=2)[CH2:3][CH2:2]1. The catalyst class is: 5. (4) Reactant: [Cl:1][C:2]1[CH:10]=[CH:9][CH:8]=[C:7]2[C:3]=1[C:4]([C:15]([OH:17])=O)=[CH:5][N:6]2[CH2:11][CH2:12][O:13][CH3:14].[NH2:18][CH:19]([C:22]1[CH:27]=[CH:26][CH:25]=[C:24]([C:28]([F:31])([F:30])[F:29])[C:23]=1[Cl:32])[CH2:20][OH:21].Cl.CN(C)CCCN=C=NCC.N1(O)C2C=CC=CC=2N=N1.CCN(C(C)C)C(C)C. Product: [Cl:1][C:2]1[CH:10]=[CH:9][CH:8]=[C:7]2[C:3]=1[C:4]([C:15]([NH:18][CH:19]([C:22]1[CH:27]=[CH:26][CH:25]=[C:24]([C:28]([F:29])([F:30])[F:31])[C:23]=1[Cl:32])[CH2:20][OH:21])=[O:17])=[CH:5][N:6]2[CH2:11][CH2:12][O:13][CH3:14]. The catalyst class is: 3. (5) Reactant: [F:1][C:2]1[CH:3]=[C:4]([C@@H:9]2[CH2:13][NH:12][CH2:11][C@H:10]2[NH:14][C:15](=[O:21])[O:16][C:17]([CH3:20])([CH3:19])[CH3:18])[CH:5]=[CH:6][C:7]=1[F:8].Br[CH2:23][CH2:24][OH:25].CCN(C(C)C)C(C)C. Product: [F:1][C:2]1[CH:3]=[C:4]([C@@H:9]2[CH2:13][N:12]([CH2:23][CH2:24][OH:25])[CH2:11][C@H:10]2[NH:14][C:15](=[O:21])[O:16][C:17]([CH3:18])([CH3:20])[CH3:19])[CH:5]=[CH:6][C:7]=1[F:8]. The catalyst class is: 3. (6) Reactant: [CH:1]1([CH2:4][C@H:5]([NH:10]C(=O)OC(C)(C)C)[C:6]([OH:9])([CH3:8])[CH3:7])[CH2:3][CH2:2]1.Cl. Product: [NH2:10][C@@H:5]([CH2:4][CH:1]1[CH2:3][CH2:2]1)[C:6]([CH3:8])([OH:9])[CH3:7]. The catalyst class is: 84. (7) Reactant: [CH:1]([C:4]1[CH:12]=[CH:11][C:7]([C:8]([OH:10])=[O:9])=[CH:6][CH:5]=1)([CH3:3])[CH3:2].S(=O)(=O)(O)O.O.NN.[C:21](=O)([O-])O.[Na+]. Product: [CH3:2][CH:1]([C:4]1[CH:12]=[CH:11][C:7]([C:8]([O:10][CH3:21])=[O:9])=[CH:6][CH:5]=1)[CH3:3]. The catalyst class is: 5. (8) Reactant: Cl([O-])=O.[Na+].P([O-])(O)(O)=[O:6].[Na+].[CH:11]([C:13]1[CH:14]=[C:15]2[C:20](=[CH:21][CH:22]=1)[C:19]([NH:23][C:24](=[O:31])[C:25]1[CH:30]=[CH:29][CH:28]=[CH:27][CH:26]=1)=[N:18][CH:17]=[CH:16]2)=[O:12].Cl. Product: [C:24]([NH:23][C:19]1[C:20]2[C:15](=[CH:14][C:13]([C:11]([OH:6])=[O:12])=[CH:22][CH:21]=2)[CH:16]=[CH:17][N:18]=1)(=[O:31])[C:25]1[CH:26]=[CH:27][CH:28]=[CH:29][CH:30]=1. The catalyst class is: 374. (9) Reactant: [C:1]([C:4]1[C:5]([CH:15]2[CH2:18][CH2:17][CH2:16]2)=[CH:6][C:7]([CH3:14])=[C:8]([CH:13]=1)[C:9]([O:11][CH3:12])=[O:10])(=[O:3])[CH3:2].[Li+].C[Si]([N-][Si](C)(C)C)(C)C.[C:29](Cl)(=[O:32])[CH2:30][CH3:31]. Product: [CH:15]1([C:5]2[C:4]([C:1](=[O:3])[CH2:2][C:29](=[O:32])[CH2:30][CH3:31])=[CH:13][C:8]([C:9]([O:11][CH3:12])=[O:10])=[C:7]([CH3:14])[CH:6]=2)[CH2:16][CH2:17][CH2:18]1. The catalyst class is: 7. (10) Reactant: [CH2:1]([O:3][C:4](=[O:22])[C:5]([CH3:21])([O:14][C:15]1[CH:20]=[CH:19][CH:18]=[CH:17][CH:16]=1)[CH2:6][C:7]1[CH:12]=[CH:11][C:10]([OH:13])=[CH:9][CH:8]=1)[CH3:2].[CH3:23][C:24]1[CH:52]=[CH:51][C:27]([CH2:28][N:29]2[CH2:33][CH:32]([CH2:34][CH2:35]OS(C3C=CC(C)=CC=3)(=O)=O)[N:31]([CH2:47][CH2:48][CH3:49])[C:30]2=[O:50])=[CH:26][CH:25]=1.C([O-])([O-])=O.[Cs+].[Cs+]. Product: [CH2:1]([O:3][C:4](=[O:22])[C:5]([CH3:21])([O:14][C:15]1[CH:20]=[CH:19][CH:18]=[CH:17][CH:16]=1)[CH2:6][C:7]1[CH:12]=[CH:11][C:10]([O:13][CH2:35][CH2:34][CH:32]2[CH2:33][N:29]([CH2:28][C:27]3[CH:51]=[CH:52][C:24]([CH3:23])=[CH:25][CH:26]=3)[C:30](=[O:50])[N:31]2[CH2:47][CH2:48][CH3:49])=[CH:9][CH:8]=1)[CH3:2]. The catalyst class is: 3.